This data is from Reaction yield outcomes from USPTO patents with 853,638 reactions. The task is: Predict the reaction yield, written as a fraction of the theoretical maximum amount of product (1.0 means a 100% yield; for example, 0.34 means a 34% yield). The reactants are [CH3:1][O:2][C:3]1[CH:4]=[C:5]([NH2:12])[CH:6]=[CH:7][C:8]=1[N+:9]([O-:11])=[O:10].O=[As](O[As](=O)=O)=O.O[CH2:21][CH:22]([CH2:24]O)O.S(=O)(=O)(O)O. The catalyst is O. The product is [CH3:1][O:2][C:3]1[CH:4]=[C:5]2[C:6]([CH:21]=[CH:22][CH:24]=[N:12]2)=[CH:7][C:8]=1[N+:9]([O-:11])=[O:10]. The yield is 0.610.